This data is from NCI-60 drug combinations with 297,098 pairs across 59 cell lines. The task is: Regression. Given two drug SMILES strings and cell line genomic features, predict the synergy score measuring deviation from expected non-interaction effect. (1) Drug 1: CC1=CC2C(CCC3(C2CCC3(C(=O)C)OC(=O)C)C)C4(C1=CC(=O)CC4)C. Drug 2: C1C(C(OC1N2C=NC3=C(N=C(N=C32)Cl)N)CO)O. Cell line: SR. Synergy scores: CSS=18.8, Synergy_ZIP=-2.67, Synergy_Bliss=-0.195, Synergy_Loewe=-47.7, Synergy_HSA=-0.344. (2) Drug 1: C1CC(=O)NC(=O)C1N2CC3=C(C2=O)C=CC=C3N. Drug 2: CC12CCC3C(C1CCC2O)C(CC4=C3C=CC(=C4)O)CCCCCCCCCS(=O)CCCC(C(F)(F)F)(F)F. Cell line: NCI-H322M. Synergy scores: CSS=2.98, Synergy_ZIP=-0.263, Synergy_Bliss=1.74, Synergy_Loewe=3.03, Synergy_HSA=1.71. (3) Cell line: HCC-2998. Synergy scores: CSS=8.21, Synergy_ZIP=-8.52, Synergy_Bliss=-10.1, Synergy_Loewe=-8.76, Synergy_HSA=-6.28. Drug 1: C1=C(C(=O)NC(=O)N1)N(CCCl)CCCl. Drug 2: C1=CC(=CC=C1CCCC(=O)O)N(CCCl)CCCl.